This data is from Reaction yield outcomes from USPTO patents with 853,638 reactions. The task is: Predict the reaction yield, written as a fraction of the theoretical maximum amount of product (1.0 means a 100% yield; for example, 0.34 means a 34% yield). (1) The reactants are Br[CH2:2][C:3]([C:5]1[C:10]([CH3:11])=[CH:9][C:8]([S:12][C:13]2[CH:18]=[CH:17][C:16]([O:19][CH3:20])=[CH:15][CH:14]=2)=[CH:7][C:6]=1[Cl:21])=O.[NH2:22][C:23]([NH2:25])=[S:24]. The catalyst is CCO. The product is [Cl:21][C:6]1[CH:7]=[C:8]([S:12][C:13]2[CH:18]=[CH:17][C:16]([O:19][CH3:20])=[CH:15][CH:14]=2)[CH:9]=[C:10]([CH3:11])[C:5]=1[C:3]1[N:22]=[C:23]([NH2:25])[S:24][CH:2]=1. The yield is 0.580. (2) The reactants are [CH3:1][S:2][C:3](=[NH:5])[NH2:4].C(=O)([O-])[O-].[K+].[K+].[Cl:12][C:13]1[CH:18]=[CH:17][N:16]2[N:19]=[C:20]([C:26]3[CH:31]=[CH:30][C:29]([O:32][CH3:33])=[CH:28][CH:27]=3)[C:21]([C:22](=O)[C:23]#[CH:24])=[C:15]2[CH:14]=1.C(OCC)(=O)C. The catalyst is C(O)C. The product is [CH3:33][O:32][C:29]1[CH:28]=[CH:27][C:26]([C:20]2[C:21]([C:22]3[CH:23]=[CH:24][N:4]=[C:3]([S:2][CH3:1])[N:5]=3)=[C:15]3[CH:14]=[C:13]([Cl:12])[CH:18]=[CH:17][N:16]3[N:19]=2)=[CH:31][CH:30]=1. The yield is 0.310. (3) The reactants are [S:1]1[CH:5]=[CH:4][CH:3]=[C:2]1[C:6]1[CH:7]=[CH:8][CH:9]=[C:10]2[C:15]=1[N:14]=[CH:13][N:12]=[C:11]2O.P(Cl)(Cl)(Cl)=O.ClC1C2C(=C(C3SC=CC=3)C=CC=2)N=CN=1.[CH3:38][C:39]1[N:40]=[CH:41][N:42]([C:44]2[CH:45]=[C:46]([CH:48]=[CH:49][CH:50]=2)[NH2:47])[CH:43]=1.C(=O)([O-])O.[Na+]. The catalyst is CN1CCN(C)C1=O.CN(C)C=O. The product is [CH3:38][C:39]1[N:40]=[CH:41][N:42]([C:44]2[CH:45]=[C:46]([NH:47][C:11]3[C:10]4[C:15](=[C:6]([C:2]5[S:1][CH:5]=[CH:4][CH:3]=5)[CH:7]=[CH:8][CH:9]=4)[N:14]=[CH:13][N:12]=3)[CH:48]=[CH:49][CH:50]=2)[CH:43]=1. The yield is 0.303. (4) The reactants are [F:1][C:2]1[CH:3]=[C:4]([CH:16]=[C:17]([F:19])[CH:18]=1)[CH2:5][O:6][C@@H:7]([C@@H:12]([CH3:15])[CH2:13][CH3:14])[C:8](OC)=[O:9]. The catalyst is C(Cl)Cl. The product is [F:1][C:2]1[CH:3]=[C:4]([CH:16]=[C:17]([F:19])[CH:18]=1)[CH2:5][O:6][C@@H:7]([C@@H:12]([CH3:15])[CH2:13][CH3:14])[CH:8]=[O:9]. The yield is 0.730. (5) The reactants are [NH2:1][CH:2]([CH2:11][C:12]1[CH:17]=[CH:16][C:15]([C:18]([F:21])([F:20])[F:19])=[CH:14][CH:13]=1)[CH:3]([C:5]1[CH:10]=[CH:9][CH:8]=[CH:7][CH:6]=1)[OH:4].[F:22][C:23]1[C:32]2[C:27](=[CH:28][CH:29]=[CH:30][CH:31]=2)[C:26]([C:33](O)=[O:34])=[CH:25][CH:24]=1.Cl.C(N=C=NCCCN(C)C)C.ON1C2C=CC=CC=2N=N1. The catalyst is C(#N)C.O. The product is [F:22][C:23]1[C:32]2[C:27](=[CH:28][CH:29]=[CH:30][CH:31]=2)[C:26]([C:33]([NH:1][CH:2]([CH2:11][C:12]2[CH:13]=[CH:14][C:15]([C:18]([F:19])([F:20])[F:21])=[CH:16][CH:17]=2)[CH:3]([OH:4])[C:5]2[CH:6]=[CH:7][CH:8]=[CH:9][CH:10]=2)=[O:34])=[CH:25][CH:24]=1. The yield is 0.840.